From a dataset of Forward reaction prediction with 1.9M reactions from USPTO patents (1976-2016). Predict the product of the given reaction. (1) Given the reactants [Br:1][C:2]1[CH:3]=[C:4]([C:9]2[CH:21]=[CH:20][C:12]3[NH:13][C:14](=[O:19])[O:15][C:16]([CH3:18])([CH3:17])[C:11]=3[CH:10]=2)[CH:5]=[C:6]([F:8])[CH:7]=1.[H-].[Na+].I[CH3:25].[Cl-].[NH4+], predict the reaction product. The product is: [Br:1][C:2]1[CH:3]=[C:4]([C:9]2[CH:21]=[CH:20][C:12]3[N:13]([CH3:25])[C:14](=[O:19])[O:15][C:16]([CH3:17])([CH3:18])[C:11]=3[CH:10]=2)[CH:5]=[C:6]([F:8])[CH:7]=1. (2) Given the reactants C[OH:2].[C:3]([CH2:5][C:6]1[CH:26]=[CH:25][C:9]([CH2:10][CH:11]2[CH2:16][N:15]([CH3:17])[CH2:14][CH2:13][N:12]2C(OC(C)(C)C)=O)=[CH:8][CH:7]=1)#N.[C:27](=O)(O)[O-:28].[Na+].[Cl-].[Na+], predict the reaction product. The product is: [CH3:17][N:15]1[CH2:14][CH2:13][NH:12][CH:11]([CH2:10][C:9]2[CH:8]=[CH:7][C:6]([CH2:5][C:3]([O:28][CH3:27])=[O:2])=[CH:26][CH:25]=2)[CH2:16]1. (3) Given the reactants [CH3:1][C:2]1[CH:3]=[C:4]2[C:9](=[CH:10][CH:11]=1)[N:8]=[C:7](Cl)[N:6]=[C:5]2Cl.[NH2:14][C:15]1[CH:22]=[CH:21][C:18]([CH2:19][NH2:20])=[CH:17][CH:16]=1.[F:23][C:24]1[CH:32]=[CH:31][C:27]([C:28](Cl)=[O:29])=[CH:26][CH:25]=1.[NH:33]1[CH2:38][CH2:37][CH2:36][CH2:35][CH2:34]1, predict the reaction product. The product is: [F:23][C:24]1[CH:32]=[CH:31][C:27]([C:28]([NH:14][C:15]2[CH:22]=[CH:21][C:18]([CH2:19][NH:20][C:5]3[C:4]4[C:9](=[CH:10][CH:11]=[C:2]([CH3:1])[CH:3]=4)[N:8]=[C:7]([N:33]4[CH2:38][CH2:37][CH2:36][CH2:35][CH2:34]4)[N:6]=3)=[CH:17][CH:16]=2)=[O:29])=[CH:26][CH:25]=1. (4) Given the reactants C(OC(=O)[NH:7][C:8]1[CH:13]=[CH:12][CH:11]=[C:10]([C:14](=[O:23])[NH:15][CH:16]2[CH2:22][CH2:21][CH2:20][CH2:19][CH2:18][CH2:17]2)[CH:9]=1)(C)(C)C, predict the reaction product. The product is: [NH2:7][C:8]1[CH:9]=[C:10]([CH:11]=[CH:12][CH:13]=1)[C:14]([NH:15][CH:16]1[CH2:22][CH2:21][CH2:20][CH2:19][CH2:18][CH2:17]1)=[O:23]. (5) Given the reactants [OH:1][C@H:2]1[O:21][C@H:20]([CH2:22][OH:23])[C@@H:7]([O:8][C@@H:9]2[O:17][C@H:16]([CH2:18][OH:19])[C@H:14]([OH:15])[C@H:12]([OH:13])[C@H:10]2[OH:11])[C@H:5]([OH:6])[C@H:3]1[OH:4].[C:24](Cl)(=[O:31])[C:25]1[CH:30]=[CH:29][CH:28]=[CH:27][CH:26]=1, predict the reaction product. The product is: [C:24]([O:1][C@H:2]1[O:21][C@H:20]([CH2:22][O:23][C:24](=[O:31])[C:25]2[CH:30]=[CH:29][CH:28]=[CH:27][CH:26]=2)[C@@H:7]([O:8][C@@H:9]2[O:17][C@H:16]([CH2:18][O:19][C:24](=[O:31])[C:25]3[CH:30]=[CH:29][CH:28]=[CH:27][CH:26]=3)[C@H:14]([O:15][C:24](=[O:31])[C:25]3[CH:30]=[CH:29][CH:28]=[CH:27][CH:26]=3)[C@H:12]([O:13][C:24](=[O:31])[C:25]3[CH:30]=[CH:29][CH:28]=[CH:27][CH:26]=3)[C@H:10]2[O:11][C:24](=[O:31])[C:25]2[CH:30]=[CH:29][CH:28]=[CH:27][CH:26]=2)[C@H:5]([O:6][C:24](=[O:31])[C:25]2[CH:30]=[CH:29][CH:28]=[CH:27][CH:26]=2)[C@H:3]1[O:4][C:24](=[O:31])[C:25]1[CH:30]=[CH:29][CH:28]=[CH:27][CH:26]=1)(=[O:31])[C:25]1[CH:30]=[CH:29][CH:28]=[CH:27][CH:26]=1.